Dataset: Reaction yield outcomes from USPTO patents with 853,638 reactions. Task: Predict the reaction yield, written as a fraction of the theoretical maximum amount of product (1.0 means a 100% yield; for example, 0.34 means a 34% yield). The reactants are C(N(C(C)C)CC)(C)C.[NH2:10][C:11]1[CH:26]=[CH:25][C:24]([Cl:27])=[CH:23][C:12]=1[C:13]([NH:15][CH2:16][CH:17]1[CH2:22][CH2:21][CH2:20][CH2:19][CH2:18]1)=[O:14].[F:28][C:29]1[C:37]([CH3:38])=[CH:36][CH:35]=[C:34]([Cl:39])[C:30]=1[C:31](Cl)=[O:32]. No catalyst specified. The product is [Cl:39][C:34]1[C:30]([C:31]([NH:10][C:11]2[CH:26]=[CH:25][C:24]([Cl:27])=[CH:23][C:12]=2[C:13]([NH:15][CH2:16][CH:17]2[CH2:22][CH2:21][CH2:20][CH2:19][CH2:18]2)=[O:14])=[O:32])=[C:29]([F:28])[C:37]([CH3:38])=[CH:36][CH:35]=1. The yield is 0.530.